This data is from Full USPTO retrosynthesis dataset with 1.9M reactions from patents (1976-2016). The task is: Predict the reactants needed to synthesize the given product. (1) Given the product [F:15][C:16]1[CH:23]=[CH:22][CH:21]=[CH:20][C:17]=1[CH2:18][NH:19][CH2:12][C:8]1[CH:7]=[C:6]([CH2:5][CH2:4][OH:14])[CH:11]=[CH:10][CH:9]=1, predict the reactants needed to synthesize it. The reactants are: C(O[C:4](=[O:14])[CH2:5][C:6]1[CH:11]=[CH:10][CH:9]=[C:8]([CH:12]=O)[CH:7]=1)C.[F:15][C:16]1[CH:23]=[CH:22][CH:21]=[CH:20][C:17]=1[CH2:18][NH2:19].C(O)(=O)C.C(O[BH-](OC(=O)C)OC(=O)C)(=O)C.[Na+]. (2) Given the product [F:23][C:2]([F:1])([CH2:21][CH3:22])[CH:3]([C:5]1[S:9][C:8]([C:10]2[CH:11]=[N:12][C:13]([C:16]([F:17])([F:18])[F:19])=[CH:14][CH:15]=2)=[N:7][C:6]=1[CH3:20])[OH:4], predict the reactants needed to synthesize it. The reactants are: [F:1][C:2]([F:23])([CH:21]=[CH2:22])[CH:3]([C:5]1[S:9][C:8]([C:10]2[CH:11]=[N:12][C:13]([C:16]([F:19])([F:18])[F:17])=[CH:14][CH:15]=2)=[N:7][C:6]=1[CH3:20])[OH:4]. (3) Given the product [OH:14][C:9]1[C:10]2[C:29](=[O:28])[C:30]3[CH:35]=[CH:34][CH:33]=[N:32][C:31]=3[NH:36][C:11]=2[CH:12]=[C:7]([N:1]2[CH2:2][CH2:3][O:4][CH2:5][CH2:6]2)[CH:8]=1, predict the reactants needed to synthesize it. The reactants are: [N:1]1([C:7]2[CH:8]=[C:9]([OH:14])[CH:10]=[C:11](O)[CH:12]=2)[CH2:6][CH2:5][O:4][CH2:3][CH2:2]1.CC1C=CC(S(O)(=O)=O)=CC=1.O.C[O:28][C:29](=O)[C:30]1[CH:35]=[CH:34][CH:33]=[N:32][C:31]=1[NH2:36]. (4) Given the product [CH3:1][O:2][C:3](=[O:20])[C:4]1[CH:13]=[C:12]([S:14][C:15](=[O:19])[N:16]([CH3:17])[CH3:18])[CH:11]=[C:6]([C:7]([OH:9])=[O:8])[CH:5]=1, predict the reactants needed to synthesize it. The reactants are: [CH3:1][O:2][C:3](=[O:20])[C:4]1[CH:13]=[C:12]([S:14][C:15](=[O:19])[N:16]([CH3:18])[CH3:17])[CH:11]=[C:6]([C:7]([O:9]C)=[O:8])[CH:5]=1.[OH-].[Na+]. (5) Given the product [CH3:40][CH2:39][CH2:38][CH2:37][CH2:36][CH2:35][CH2:34][CH2:33][CH2:32][CH2:31][CH2:30][CH2:29][CH2:28][CH2:27][CH2:26][CH2:25][CH2:24][CH3:23].[Cl:1][C:2]1[CH:14]=[CH:13][C:12]2[C:11]3[C:6](=[CH:7][C:8]([Cl:15])=[CH:9][CH:10]=3)[NH:5][C:4]=2[CH:3]=1, predict the reactants needed to synthesize it. The reactants are: [Cl:1][C:2]1[CH:14]=[CH:13][C:12]2[C:11]3[C:6](=[CH:7][C:8]([Cl:15])=[CH:9][CH:10]=3)[NH:5][C:4]=2[CH:3]=1.C([O-])([O-])=O.[K+].[K+].Br[CH2:23][CH2:24][CH2:25][CH2:26][CH2:27][CH2:28][CH2:29][CH2:30][CH2:31][CH2:32][CH2:33][CH2:34][CH2:35][CH2:36][CH2:37][CH2:38][CH2:39][CH3:40].O. (6) Given the product [Cl:18][C:6]1[N:7]=[C:8]([N:12]2[CH2:17][CH2:16][O:15][CH2:14][CH2:13]2)[C:9]2[N:10]=[CH:11][C:2]([CH:26]=[O:27])=[CH:3][C:4]=2[N:5]=1, predict the reactants needed to synthesize it. The reactants are: Br[C:2]1[CH:11]=[N:10][C:9]2[C:8]([N:12]3[CH2:17][CH2:16][O:15][CH2:14][CH2:13]3)=[N:7][C:6]([Cl:18])=[N:5][C:4]=2[CH:3]=1.C([Li])CCC.CN(C)[CH:26]=[O:27].